Dataset: Full USPTO retrosynthesis dataset with 1.9M reactions from patents (1976-2016). Task: Predict the reactants needed to synthesize the given product. Given the product [NH2:7][C:8]1[CH:13]=[CH:12][C:11]([CH3:14])=[C:10]([CH:9]=1)[O:15][C:16]1[CH:17]=[CH:18][C:19]2[N:20]([N:22]=[C:23]([NH:25][C:26]([CH:28]3[CH2:30][CH2:29]3)=[O:27])[N:24]=2)[CH:21]=1, predict the reactants needed to synthesize it. The reactants are: C(OC(=O)[NH:7][C:8]1[CH:13]=[CH:12][C:11]([CH3:14])=[C:10]([O:15][C:16]2[CH:17]=[CH:18][C:19]3[N:20]([N:22]=[C:23]([NH:25][C:26]([CH:28]4[CH2:30][CH2:29]4)=[O:27])[N:24]=3)[CH:21]=2)[CH:9]=1)(C)(C)C.FC(F)(F)C(O)=O.